This data is from Reaction yield outcomes from USPTO patents with 853,638 reactions. The task is: Predict the reaction yield, written as a fraction of the theoretical maximum amount of product (1.0 means a 100% yield; for example, 0.34 means a 34% yield). (1) The reactants are O[C@@H:2]1[CH2:11][CH2:10][CH2:9][C:8]2[C:7]([C:12]#[N:13])=[CH:6][CH:5]=[CH:4][C:3]1=2.C1C=CC(P([N:28]=[N+:29]=[N-:30])(C2C=CC=CC=2)=O)=CC=1.C1CCN2C(=NCCC2)CC1. The catalyst is C1(C)C=CC=CC=1. The product is [N:28]([C@H:2]1[CH2:11][CH2:10][CH2:9][C:8]2[C:7]([C:12]#[N:13])=[CH:6][CH:5]=[CH:4][C:3]1=2)=[N+:29]=[N-:30]. The yield is 0.726. (2) No catalyst specified. The reactants are C(OC(=O)NC1CC(=O)OC1OC1CCCC1)C=C.NC1C=CC(C(NC(C)C(N2CCCC2C(O)=O)=O)=O)=CC=1Cl.[O:43]=[C:44]1[O:48][CH:47]([O:49][CH2:50][CH2:51][C:52]2C=CC=[CH:54][CH:53]=2)[CH:46]([NH:58][C:59]([CH:61]2[CH2:65][CH2:64][CH2:63][N:62]2[C:66](=[O:80])[CH:67]([NH:69][C:70](=[O:79])[C:71]2[CH:76]=[CH:75][C:74]([NH2:77])=[C:73]([Cl:78])[CH:72]=2)[CH3:68])=[O:60])[CH2:45]1. The yield is 0.510. The product is [CH:50]1([O:49][CH:47]2[CH:46]([NH:58][C:59]([CH:61]3[CH2:65][CH2:64][CH2:63][N:62]3[C:66](=[O:80])[CH:67]([NH:69][C:70](=[O:79])[C:71]3[CH:76]=[CH:75][C:74]([NH2:77])=[C:73]([Cl:78])[CH:72]=3)[CH3:68])=[O:60])[CH2:45][C:44](=[O:43])[O:48]2)[CH2:51][CH2:52][CH2:53][CH2:54]1. (3) The reactants are [F:1][C:2]1[CH:7]=[CH:6][C:5]([C:8]([C:10]2[N:19]=[C:18]([NH:20][C:21]3[CH:25]=[C:24]([CH3:26])[NH:23][N:22]=3)[C:17]3[C:12](=[CH:13][CH:14]=[CH:15][CH:16]=3)[N:11]=2)=[O:9])=[CH:4][C:3]=1[O:27]C.B(Br)(Br)Br.C(Cl)Cl.O. The catalyst is C(Cl)Cl. The product is [F:1][C:2]1[CH:7]=[CH:6][C:5]([C:8]([C:10]2[N:19]=[C:18]([NH:20][C:21]3[CH:25]=[C:24]([CH3:26])[NH:23][N:22]=3)[C:17]3[C:12](=[CH:13][CH:14]=[CH:15][CH:16]=3)[N:11]=2)=[O:9])=[CH:4][C:3]=1[OH:27]. The yield is 0.210. (4) The catalyst is CN(C=O)C. The product is [C:3]([C:5]1[CH:21]=[CH:20][C:8]([N:9]([CH2:26][CH3:27])[S:10]([C:13]2[CH:18]=[CH:17][C:16]([CH3:19])=[CH:15][CH:14]=2)(=[O:12])=[O:11])=[CH:7][CH:6]=1)#[N:4]. The reactants are [H-].[Na+].[C:3]([C:5]1[CH:21]=[CH:20][C:8]([NH:9][S:10]([C:13]2[CH:18]=[CH:17][C:16]([CH3:19])=[CH:15][CH:14]=2)(=[O:12])=[O:11])=[CH:7][CH:6]=1)#[N:4].S(OCC)(O[CH2:26][CH3:27])(=O)=O.O. The yield is 0.890. (5) The reactants are [OH:1][C:2]1[CH:3]=[C:4]([CH:8]=[CH:9][C:10]=1[O:11][CH3:12])[C:5]([OH:7])=O.C(Cl)(=O)C(Cl)=O.[NH2:19][C:20]1[CH:25]=[CH:24][C:23]([C:26]2([C:31]#[N:32])[CH2:30][CH2:29][CH2:28][CH2:27]2)=[CH:22][CH:21]=1.C(N(CC)CC)C. The catalyst is CN(C=O)C. The product is [C:31]([C:26]1([C:23]2[CH:22]=[CH:21][C:20]([NH:19][C:5](=[O:7])[C:4]3[CH:8]=[CH:9][C:10]([O:11][CH3:12])=[C:2]([OH:1])[CH:3]=3)=[CH:25][CH:24]=2)[CH2:30][CH2:29][CH2:28][CH2:27]1)#[N:32]. The yield is 0.0300. (6) The reactants are [CH:1]([C:3]1[NH:7][C:6]([CH3:8])=[C:5]([C:9]([OH:11])=O)[C:4]=1[CH3:12])=[O:2].[NH2:13][CH2:14][CH2:15][CH2:16][N:17]1[CH2:22][CH2:21][N:20]([CH3:23])[CH2:19][CH2:18]1. No catalyst specified. The product is [CH3:23][N:20]1[CH2:21][CH2:22][N:17]([CH2:16][CH2:15][CH2:14][NH:13][C:9]([C:5]2[C:4]([CH3:12])=[C:3]([CH:1]=[O:2])[NH:7][C:6]=2[CH3:8])=[O:11])[CH2:18][CH2:19]1. The yield is 0.230. (7) The reactants are [NH2:1][C:2]1[CH:25]=[CH:24][C:5]([O:6][C:7]2[C:16]3[C:11](=[CH:12][C:13]([O:19][CH2:20][CH2:21][O:22][CH3:23])=[C:14]([C:17]#[N:18])[CH:15]=3)[N:10]=[CH:9][CH:8]=2)=[CH:4][C:3]=1[F:26].[CH3:27][S:28]([C:31]1[CH:32]=[C:33]([NH:37][C:38](=O)[O:39]C2C=CC=CC=2)[CH:34]=[CH:35][CH:36]=1)(=[O:30])=[O:29].C1(C)C=CC=CC=1.C(N(C(C)C)CC)(C)C. The catalyst is C(OCC)(=O)C. The product is [C:17]([C:14]1[CH:15]=[C:16]2[C:11](=[CH:12][C:13]=1[O:19][CH2:20][CH2:21][O:22][CH3:23])[N:10]=[CH:9][CH:8]=[C:7]2[O:6][C:5]1[CH:24]=[CH:25][C:2]([NH:1][C:38]([NH:37][C:33]2[CH:34]=[CH:35][CH:36]=[C:31]([S:28]([CH3:27])(=[O:30])=[O:29])[CH:32]=2)=[O:39])=[C:3]([F:26])[CH:4]=1)#[N:18]. The yield is 0.0800. (8) The reactants are [NH:1]1[C:9]2[C:4](=[CH:5][C:6]([N:10]([C:18]3[CH:23]=[CH:22][N:21]=[C:20]([C:24]4[CH:29]=[CH:28][CH:27]=[C:26]([O:30][CH2:31][CH2:32][N:33]5[CH2:38][CH2:37][O:36][CH2:35][CH2:34]5)[CH:25]=4)[N:19]=3)C(=O)OC(C)(C)C)=[CH:7][CH:8]=2)[CH:3]=[N:2]1.C(O)(C(F)(F)F)=O. The catalyst is C(Cl)Cl. The product is [O:36]1[CH2:35][CH2:34][N:33]([CH2:32][CH2:31][O:30][C:26]2[CH:25]=[C:24]([C:20]3[N:19]=[C:18]([NH:10][C:6]4[CH:5]=[C:4]5[C:9](=[CH:8][CH:7]=4)[NH:1][N:2]=[CH:3]5)[CH:23]=[CH:22][N:21]=3)[CH:29]=[CH:28][CH:27]=2)[CH2:38][CH2:37]1. The yield is 0.390. (9) The reactants are [C:1]([C:3]1[C:12]2[C:7](=[CH:8][CH:9]=[CH:10][CH:11]=2)[C:6](F)=[CH:5][CH:4]=1)#[N:2].[O:14]=[C:15]1[N:20]2[CH2:21][CH:22]3[CH2:27][CH:26]([C:19]2=[CH:18][CH:17]=[CH:16]1)[CH2:25][NH:24][CH2:23]3. No catalyst specified. The product is [O:14]=[C:15]1[N:20]2[CH2:21][CH:22]3[CH2:27][CH:26]([C:19]2=[CH:18][CH:17]=[CH:16]1)[CH2:25][N:24]([C:6]1[C:7]2[C:12](=[CH:11][CH:10]=[CH:9][CH:8]=2)[C:3]([C:1]#[N:2])=[CH:4][CH:5]=1)[CH2:23]3. The yield is 0.0800. (10) The reactants are Cl[S:2]([C:5]1[CH:6]=[C:7]2[C:11](=[CH:12][CH:13]=1)[NH:10][C:9](=[O:14])[CH2:8]2)(=[O:4])=[O:3].[NH:15]1[CH2:20][CH2:19][O:18][CH2:17][CH2:16]1. The catalyst is ClCCl. The product is [O:18]1[CH2:19][CH2:20][N:15]([S:2]([C:5]2[CH:6]=[C:7]3[C:11](=[CH:12][CH:13]=2)[NH:10][C:9](=[O:14])[CH2:8]3)(=[O:4])=[O:3])[CH2:16][CH2:17]1. The yield is 0.740.